Dataset: Forward reaction prediction with 1.9M reactions from USPTO patents (1976-2016). Task: Predict the product of the given reaction. (1) Given the reactants [CH3:1][C@H:2]1[CH2:7][CH2:6][C@H:5]([C:8]2[CH:15]=[CH:14][C:11]([C:12]#[N:13])=[CH:10][CH:9]=2)[CH2:4][C:3]1=O.[C:17]1(C)C=CC=CC=1.[NH2:24][NH2:25], predict the reaction product. The product is: [CH3:1][C@@H:2]1[C:7]2[C:6](=[CH:17][NH:24][N:25]=2)[C@@H:5]([C:8]2[CH:15]=[CH:14][C:11]([C:12]#[N:13])=[CH:10][CH:9]=2)[CH2:4][CH2:3]1. (2) Given the reactants N1C=CC=CC=1.[F:7][C:8]1[CH:13]=[CH:12][C:11]([S:14](Cl)(=[O:16])=[O:15])=[CH:10][CH:9]=1.[F:18][C:19]1[CH:25]=[CH:24][C:22]([NH2:23])=[CH:21][CH:20]=1, predict the reaction product. The product is: [F:7][C:8]1[CH:13]=[CH:12][C:11]([S:14]([NH:23][C:22]2[CH:24]=[CH:25][C:19]([F:18])=[CH:20][CH:21]=2)(=[O:16])=[O:15])=[CH:10][CH:9]=1. (3) The product is: [CH3:12][O:11][C:6](=[O:10])[CH:7]([CH3:9])[CH2:8][NH:5][CH:1]1[CH2:4][CH2:3][CH2:2]1. Given the reactants [CH:1]1([NH2:5])[CH2:4][CH2:3][CH2:2]1.[C:6]([O:11][CH3:12])(=[O:10])[C:7]([CH3:9])=[CH2:8], predict the reaction product.